From a dataset of Forward reaction prediction with 1.9M reactions from USPTO patents (1976-2016). Predict the product of the given reaction. The product is: [CH3:15][C:13]1[CH:12]=[CH:11][C:10]([N:16]2[CH:20]=[C:19]([C:21]([F:24])([F:22])[F:23])[N:18]=[N:17]2)=[C:9]([C:7]2[N:6]=[CH:5][N:4]=[C:3]([OH:2])[CH:8]=2)[CH:14]=1. Given the reactants C[O:2][C:3]1[CH:8]=[C:7]([C:9]2[CH:14]=[C:13]([CH3:15])[CH:12]=[CH:11][C:10]=2[N:16]2[CH:20]=[C:19]([C:21]([F:24])([F:23])[F:22])[N:18]=[N:17]2)[N:6]=[CH:5][N:4]=1.Br, predict the reaction product.